From a dataset of Forward reaction prediction with 1.9M reactions from USPTO patents (1976-2016). Predict the product of the given reaction. (1) Given the reactants [CH:1]1([S:4]([C:7]2[CH:35]=[CH:34][C:10]([CH2:11][NH:12][C:13]([C:15]3[C:16](=[O:33])[N:17]([C:23]4[CH:28]=[CH:27][CH:26]=[C:25]([C:29]([F:32])([F:31])[F:30])[CH:24]=4)[C:18]([CH3:22])=[C:19](I)[CH:20]=3)=[O:14])=[CH:9][CH:8]=2)(=[O:6])=[O:5])[CH2:3][CH2:2]1.[CH:36]1([S:39]([O-:41])=[O:40])[CH2:38][CH2:37]1.[Na+], predict the reaction product. The product is: [CH:36]1([S:39]([C:19]2[CH:20]=[C:15]([C:13]([NH:12][CH2:11][C:10]3[CH:34]=[CH:35][C:7]([S:4]([CH:1]4[CH2:3][CH2:2]4)(=[O:6])=[O:5])=[CH:8][CH:9]=3)=[O:14])[C:16](=[O:33])[N:17]([C:23]3[CH:28]=[CH:27][CH:26]=[C:25]([C:29]([F:32])([F:31])[F:30])[CH:24]=3)[C:18]=2[CH3:22])(=[O:41])=[O:40])[CH2:38][CH2:37]1. (2) Given the reactants [CH2:1]([N:3]1[C:11]2[C:6](=[CH:7][CH:8]=[C:9]([NH:12][C:13](=[O:26])[C:14]3[CH:19]=[CH:18][C:17]([N:20]4[CH2:25][CH2:24][NH:23][CH2:22][CH2:21]4)=[N:16][CH:15]=3)[CH:10]=2)[CH:5]=[CH:4]1)[CH3:2].Br[C:28]1[CH:36]=[CH:35][C:31]([C:32]([OH:34])=[O:33])=[CH:30][C:29]=1[F:37].C(C1C=C(NC(C2C=CC(N3CCN(C4C=CC(C(O)=O)=CC=4)CC3)=C(F)C=2)=O)C=CC=1)(C)(C)C, predict the reaction product. The product is: [F:37][C:29]1[CH:30]=[C:31]([CH:35]=[CH:36][C:28]=1[N:23]1[CH2:24][CH2:25][N:20]([C:17]2[CH:18]=[CH:19][C:14]([C:13](=[O:26])[NH:12][C:9]3[CH:10]=[C:11]4[C:6]([CH:5]=[CH:4][N:3]4[CH2:1][CH3:2])=[CH:7][CH:8]=3)=[CH:15][N:16]=2)[CH2:21][CH2:22]1)[C:32]([OH:34])=[O:33]. (3) Given the reactants Cl.Cl.C(O[C:6]([C:8]1[CH:9]=[C:10]2[C:14](=[CH:15][CH:16]=1)[NH:13][N:12]=[C:11]2[C:17]1[CH:26]=[CH:25][C:24]2[C:19](=[CH:20][CH:21]=[C:22]([F:27])[CH:23]=2)[CH:18]=1)=[NH:7])C.[CH3:28][C:29]([CH3:36])([CH3:35])[CH2:30][C:31]([NH:33][NH2:34])=O.C(N(CC)CC)C, predict the reaction product. The product is: [CH3:28][C:29]([CH3:36])([CH3:35])[CH2:30][C:31]1[N:7]=[C:6]([C:8]2[CH:9]=[C:10]3[C:14](=[CH:15][CH:16]=2)[NH:13][N:12]=[C:11]3[C:17]2[CH:26]=[CH:25][C:24]3[C:19](=[CH:20][CH:21]=[C:22]([F:27])[CH:23]=3)[CH:18]=2)[NH:34][N:33]=1. (4) Given the reactants Br[C:2]1[C:3]2[CH:4]=[CH:5][C:6]([N:43]=2)=[C:7]([C:34]2[C:39]([CH3:40])=[CH:38][C:37]([CH3:41])=[CH:36][C:35]=2[CH3:42])[C:8]2[NH:12][C:11]([CH:13]=[C:14]3[N:33]=[C:17]([C:18]([C:24]4[C:29]([CH3:30])=[CH:28][C:27]([CH3:31])=[CH:26][C:25]=4[CH3:32])=[C:19]4[NH:23][C:22]=1[CH:21]=[CH:20]4)[CH:16]=[CH:15]3)=[CH:10][CH:9]=2.[O-]P([O-])([O-])=O.[K+].[K+].[K+].[C:52]([NH:55][C:56]1[CH:61]=[CH:60][C:59](B(O)O)=[CH:58][CH:57]=1)(=[O:54])[CH3:53], predict the reaction product. The product is: [C:52]([NH:55][C:56]1[CH:61]=[CH:60][C:59]([C:2]2[C:3]3[CH:4]=[CH:5][C:6]([N:43]=3)=[C:7]([C:34]3[C:35]([CH3:42])=[CH:36][C:37]([CH3:41])=[CH:38][C:39]=3[CH3:40])[C:8]3[NH:12][C:11]([CH:13]=[C:14]4[N:33]=[C:17]([C:18]([C:24]5[C:25]([CH3:32])=[CH:26][C:27]([CH3:31])=[CH:28][C:29]=5[CH3:30])=[C:19]5[NH:23][C:22]=2[CH:21]=[CH:20]5)[CH:16]=[CH:15]4)=[CH:10][CH:9]=3)=[CH:58][CH:57]=1)(=[O:54])[CH3:53]. (5) The product is: [BrH:1].[BrH:1].[C:14]1([C:6]2[C:7]([C:8]3[CH:13]=[CH:12][CH:11]=[CH:10][CH:9]=3)=[C:3]([CH2:2][NH:35][C:36]([SH:37])=[NH:38])[S:4][C:5]=2[CH2:20][NH:38][C:36]([SH:37])=[NH:35])[CH:19]=[CH:18][CH:17]=[CH:16][CH:15]=1. Given the reactants [Br:1][CH2:2][C:3]1[S:4][C:5]([CH2:20]Br)=[C:6]([C:14]2[CH:19]=[CH:18][CH:17]=[CH:16][CH:15]=2)[C:7]=1[C:8]1[CH:13]=[CH:12][CH:11]=[CH:10][CH:9]=1.ClCC1C(C)=C(CCl)C(C)=CC=1C.[NH2:35][C:36]([NH2:38])=[S:37], predict the reaction product. (6) The product is: [CH:30]([O-:34])=[O:31].[F:29][C:26]1[CH:25]=[CH:24][C:23]([C:21](=[O:22])[CH2:20][CH2:19][CH2:18][N+:16]2([CH2:32][O:31][C:30]([O:34][CH:35]([CH3:37])[CH3:36])=[O:38])[CH2:15][CH2:14][C@@H:13]3[N:5]4[C:6]5[C:7]([C@@H:12]3[CH2:17]2)=[CH:8][CH:9]=[CH:10][C:11]=5[N:2]([CH3:1])[CH2:3][CH2:4]4)=[CH:28][CH:27]=1. Given the reactants [CH3:1][N:2]1[C:11]2[CH:10]=[CH:9][CH:8]=[C:7]3[C@@H:12]4[CH2:17][N:16]([CH2:18][CH2:19][CH2:20][C:21]([C:23]5[CH:28]=[CH:27][C:26]([F:29])=[CH:25][CH:24]=5)=[O:22])[CH2:15][CH2:14][C@@H:13]4[N:5]([C:6]=23)[CH2:4][CH2:3]1.[C:30](=[O:38])([O:34][CH:35]([CH3:37])[CH3:36])[O:31][CH2:32]Cl.[Na+].[I-], predict the reaction product.